Predict which catalyst facilitates the given reaction. From a dataset of Catalyst prediction with 721,799 reactions and 888 catalyst types from USPTO. Reactant: [Cl:1][C:2]1[CH:3]=[C:4]([NH:9][C:10]2[C:19]3[C:14](=[CH:15][C:16]([O:21][CH3:22])=[C:17]([OH:20])[CH:18]=3)[N:13]=[CH:12][N:11]=2)[CH:5]=[CH:6][C:7]=1[F:8].C([O-])([O-])=O.[K+].[K+].Cl[CH2:30][CH2:31][CH2:32][N:33]1[CH2:37][CH:36]2[CH2:38][O:39][CH2:40][CH:35]2[CH2:34]1.C(Cl)Cl. The catalyst class is: 589. Product: [Cl:1][C:2]1[CH:3]=[C:4]([NH:9][C:10]2[C:19]3[C:14](=[CH:15][C:16]([O:21][CH3:22])=[C:17]([O:20][CH2:30][CH2:31][CH2:32][N:33]4[CH2:37][CH:36]5[CH2:38][O:39][CH2:40][CH:35]5[CH2:34]4)[CH:18]=3)[N:13]=[CH:12][N:11]=2)[CH:5]=[CH:6][C:7]=1[F:8].